This data is from Full USPTO retrosynthesis dataset with 1.9M reactions from patents (1976-2016). The task is: Predict the reactants needed to synthesize the given product. (1) The reactants are: Cl[C:2]1[C:11]2[C:6](=[CH:7][CH:8]=[C:9]([O:12][CH:13]3[CH2:18][CH2:17][N:16](C(OC(C)(C)C)=O)[CH2:15][CH2:14]3)[CH:10]=2)[N:5]=[CH:4][N:3]=1.C(N(CC)C(C)C)(C)C.[Cl:35][C:36]1[CH:37]=[C:38]([CH:40]=[CH:41][C:42]=1[O:43][CH2:44][C:45]1[CH:50]=[CH:49][CH:48]=[CH:47][N:46]=1)[NH2:39].Cl. Given the product [Cl:35][C:36]1[CH:37]=[C:38]([NH:39][C:2]2[C:11]3[C:6](=[CH:7][CH:8]=[C:9]([O:12][CH:13]4[CH2:14][CH2:15][NH:16][CH2:17][CH2:18]4)[CH:10]=3)[N:5]=[CH:4][N:3]=2)[CH:40]=[CH:41][C:42]=1[O:43][CH2:44][C:45]1[CH:50]=[CH:49][CH:48]=[CH:47][N:46]=1, predict the reactants needed to synthesize it. (2) Given the product [CH3:26][O:24][C:22](=[O:23])[C@@H:2]1[CH2:6][CH:5]([CH2:7][C:8]2[CH:9]=[CH:10][CH:11]=[CH:12][CH:13]=2)[C:4](=[O:14])[NH:3]1, predict the reactants needed to synthesize it. The reactants are: C[C:2]1([C:22]([O-:24])=[O:23])[CH2:6][CH:5]([CH2:7][C:8]2[CH:13]=[CH:12][CH:11]=[CH:10][CH:9]=2)[C:4](=[O:14])[N:3]1C(OC(C)(C)C)=O.O1CCOC[CH2:26]1. (3) Given the product [OH:11][C:12]1[CH:17]=[CH:16][C:15]([C:18]2[N:9]([CH2:8][CH:7]([CH3:10])[CH3:6])[C:21]([C:23]3[CH:31]=[CH:30][C:26]([C:27]([OH:29])=[O:28])=[CH:25][CH:24]=3)=[CH:20][CH:19]=2)=[CH:14][CH:13]=1, predict the reactants needed to synthesize it. The reactants are: N1C=CC=C1.[CH3:6][CH:7]([CH3:10])[CH2:8][NH2:9].[OH:11][C:12]1[CH:17]=[CH:16][C:15]([C:18](=O)[CH2:19][CH2:20][C:21]([C:23]2[CH:31]=[CH:30][C:26]([C:27]([OH:29])=[O:28])=[CH:25][CH:24]=2)=O)=[CH:14][CH:13]=1. (4) Given the product [NH2:1][C:4]1[CH:5]=[CH:6][CH:7]=[C:8]2[C:12]=1[C:11](=[O:13])[N:10]([O:14][CH3:15])[CH2:9]2, predict the reactants needed to synthesize it. The reactants are: [N+:1]([C:4]1[CH:5]=[CH:6][CH:7]=[C:8]2[C:12]=1[C:11](=[O:13])[N:10]([O:14][CH3:15])[CH2:9]2)([O-])=O. (5) Given the product [Br:63][C:60]1[CH:61]=[CH:62][C:57]([C:55](=[O:56])[CH2:54][NH:53][C:24]([C@H:20]2[N:17]3[C:18](=[O:19])[C@@H:12]([NH:11][C:9](=[O:10])[O:8][CH2:1][C:2]4[CH:7]=[CH:6][CH:5]=[CH:4][CH:3]=4)[CH2:13][CH2:14][C:15](=[O:27])[N:16]3[CH2:23][CH2:22][CH2:21]2)=[O:25])=[CH:58][CH:59]=1, predict the reactants needed to synthesize it. The reactants are: [CH2:1]([O:8][C:9]([NH:11][C@@H:12]1[C:18](=[O:19])[N:17]2[C@H:20]([C:24](O)=[O:25])[CH2:21][CH2:22][CH2:23][N:16]2[C:15](=[O:27])[CH2:14][CH2:13]1)=[O:10])[C:2]1[CH:7]=[CH:6][CH:5]=[CH:4][CH:3]=1.CN(C(ON1N=NC2C=CC=NC1=2)=[N+](C)C)C.F[P-](F)(F)(F)(F)F.Cl.[NH2:53][CH2:54][C:55]([C:57]1[CH:62]=[CH:61][C:60]([Br:63])=[CH:59][CH:58]=1)=[O:56].CCN(C(C)C)C(C)C. (6) Given the product [C:20]([C@@H:19]([NH:18][C:15]([C:7]1[CH:6]=[CH:5][C:4]([CH:1]2[CH2:2][CH2:3]2)=[C:9]([O:10][CH2:11][CH:12]2[CH2:13][CH2:14]2)[N:8]=1)=[O:17])[CH2:23][CH:24]([CH3:26])[CH3:25])(=[O:21])[NH2:22], predict the reactants needed to synthesize it. The reactants are: [CH:1]1([C:4]2[CH:5]=[CH:6][C:7]([C:15]([OH:17])=O)=[N:8][C:9]=2[O:10][CH2:11][CH:12]2[CH2:14][CH2:13]2)[CH2:3][CH2:2]1.[NH2:18][C@@H:19]([CH2:23][CH:24]([CH3:26])[CH3:25])[C:20]([NH2:22])=[O:21]. (7) Given the product [CH3:1][C:2]([S@:5]([N:7]=[C:16]1[C:17]2[C:13](=[CH:12][CH:11]=[C:10]([C:9]([F:8])([F:20])[F:21])[CH:18]=2)[CH2:14][CH2:15]1)=[O:6])([CH3:4])[CH3:3], predict the reactants needed to synthesize it. The reactants are: [CH3:1][C:2]([S@:5]([NH2:7])=[O:6])([CH3:4])[CH3:3].[F:8][C:9]([F:21])([F:20])[C:10]1[CH:18]=[C:17]2[C:13]([CH2:14][CH2:15][C:16]2=O)=[CH:12][CH:11]=1.